Task: Predict the product of the given reaction.. Dataset: Forward reaction prediction with 1.9M reactions from USPTO patents (1976-2016) Given the reactants [CH3:1][O:2][C:3](=[O:33])[CH2:4][C:5]1[C:9]2[C:10](OS(C(F)(F)F)(=O)=O)=[CH:11][C:12]([O:14][Si:15]([CH:22]([CH3:24])[CH3:23])([CH:19]([CH3:21])[CH3:20])[CH:16]([CH3:18])[CH3:17])=[CH:13][C:8]=2[S:7][CH:6]=1.[CH:34]1(B(O)O)[CH2:36][CH2:35]1.P([O-])([O-])([O-])=O.[K+].[K+].[K+].C1(P(C2CCCCC2)C2CCCCC2)CCCCC1, predict the reaction product. The product is: [CH3:1][O:2][C:3](=[O:33])[CH2:4][C:5]1[C:9]2[C:10]([CH:34]3[CH2:36][CH2:35]3)=[CH:11][C:12]([O:14][Si:15]([CH:22]([CH3:23])[CH3:24])([CH:19]([CH3:20])[CH3:21])[CH:16]([CH3:18])[CH3:17])=[CH:13][C:8]=2[S:7][CH:6]=1.